From a dataset of CYP2D6 inhibition data for predicting drug metabolism from PubChem BioAssay. Regression/Classification. Given a drug SMILES string, predict its absorption, distribution, metabolism, or excretion properties. Task type varies by dataset: regression for continuous measurements (e.g., permeability, clearance, half-life) or binary classification for categorical outcomes (e.g., BBB penetration, CYP inhibition). Dataset: cyp2d6_veith. (1) The molecule is COc1n[nH]c2nncnc12. The result is 0 (non-inhibitor). (2) The drug is Cn1c(=O)c2[nH]c(CCC(=O)O)nc2n(C)c1=O. The result is 0 (non-inhibitor). (3) The drug is Cc1cccc(Oc2coc3cc(OC(=O)c4cc5ccccc5oc4=O)ccc3c2=O)c1. The result is 0 (non-inhibitor). (4) The molecule is Cc1cccc(CNc2ncnc3ccc(-c4ccccc4CN(C)C)cc23)c1. The result is 1 (inhibitor). (5) The drug is O=C(CCNS(=O)(=O)c1cccs1)N1CCCCCC1. The result is 0 (non-inhibitor). (6) The compound is Cc1ccc(C)c(NC(=O)Cn2nnc(C(=O)Nc3c(C)cccc3C)c2N)c1. The result is 0 (non-inhibitor). (7) The compound is C=CCNC(=S)NNc1ncnc2sc3c(c12)CC(C)(C)OC3. The result is 0 (non-inhibitor). (8) The molecule is Cc1cccc(N(C)C(=S)Oc2ccc3ccccc3c2)c1. The result is 0 (non-inhibitor). (9) The molecule is CCOC(=O)N1CCC(NC(=O)c2cc(S(=O)(=O)N3CCCC3)cn2C)CC1. The result is 0 (non-inhibitor).